This data is from Full USPTO retrosynthesis dataset with 1.9M reactions from patents (1976-2016). The task is: Predict the reactants needed to synthesize the given product. Given the product [Br:1][C:2]1[CH:10]=[C:9]2[C:5]([CH:6]=[N:7][N:8]2[CH3:17])=[C:4]([N+:11]([O-:13])=[O:12])[CH:3]=1, predict the reactants needed to synthesize it. The reactants are: [Br:1][C:2]1[CH:10]=[C:9]2[C:5]([CH:6]=[N:7][NH:8]2)=[C:4]([N+:11]([O-:13])=[O:12])[CH:3]=1.[H-].[Na+].I[CH3:17].